This data is from Catalyst prediction with 721,799 reactions and 888 catalyst types from USPTO. The task is: Predict which catalyst facilitates the given reaction. (1) Reactant: [F:1][C:2]1[CH:7]=[CH:6][C:5]([CH2:8][C@@H:9]([NH:29]C(=O)OC(C)(C)C)[C:10]([N:12]2[CH2:17][CH2:16][N:15]([C:18]3[C:19]4[C@H:26]([CH3:27])[S:25][CH2:24][C:20]=4[N:21]=[CH:22][N:23]=3)[C@@H:14]([CH3:28])[CH2:13]2)=[O:11])=[CH:4][CH:3]=1.[ClH:37]. Product: [ClH:37].[ClH:37].[NH2:29][C@H:9]([CH2:8][C:5]1[CH:4]=[CH:3][C:2]([F:1])=[CH:7][CH:6]=1)[C:10]([N:12]1[CH2:17][CH2:16][N:15]([C:18]2[C:19]3[C@H:26]([CH3:27])[S:25][CH2:24][C:20]=3[N:21]=[CH:22][N:23]=2)[C@@H:14]([CH3:28])[CH2:13]1)=[O:11]. The catalyst class is: 2. (2) Reactant: [C:1]([CH2:3][C:4]1([N:27]2[CH:31]=[C:30]([C:32]3[C:33]4[CH:40]=[CH:39][N:38](COCC[Si](C)(C)C)[C:34]=4[N:35]=[CH:36][N:37]=3)[CH:29]=[N:28]2)[CH2:7][N:6]([CH:8]2[CH2:13][CH2:12][N:11]([C:14]([NH:16][C:17]3[CH:22]=[CH:21][N:20]=[CH:19][C:18]=3[C:23]([F:26])([F:25])[F:24])=[O:15])[CH2:10][CH2:9]2)[CH2:5]1)#[N:2].FC(F)(F)C(O)=O. Product: [C:1]([CH2:3][C:4]1([N:27]2[CH:31]=[C:30]([C:32]3[C:33]4[CH:40]=[CH:39][NH:38][C:34]=4[N:35]=[CH:36][N:37]=3)[CH:29]=[N:28]2)[CH2:7][N:6]([CH:8]2[CH2:13][CH2:12][N:11]([C:14]([NH:16][C:17]3[CH:22]=[CH:21][N:20]=[CH:19][C:18]=3[C:23]([F:25])([F:26])[F:24])=[O:15])[CH2:10][CH2:9]2)[CH2:5]1)#[N:2]. The catalyst class is: 2. (3) Reactant: [N:1]1([CH2:7][CH2:8][CH2:9][O:10][C:11]2[CH:12]=[C:13]([CH:17]3[CH2:21][CH2:20][CH2:19][N:18]3[CH2:22][C:23]([C:25]3[CH:26]=[C:27]([CH3:31])[CH:28]=[CH:29][CH:30]=3)=O)[CH:14]=[CH:15][CH:16]=2)[CH2:6][CH2:5][CH2:4][CH2:3][CH2:2]1.N. Product: [N:1]1([CH2:7][CH2:8][CH2:9][O:10][C:11]2[CH:12]=[C:13]3[C:14]([C@H:23]([C:25]4[CH:26]=[C:27]([CH3:31])[CH:28]=[CH:29][CH:30]=4)[CH2:22][N:18]4[CH2:19][CH2:20][CH2:21][C@H:17]43)=[CH:15][CH:16]=2)[CH2:6][CH2:5][CH2:4][CH2:3][CH2:2]1. The catalyst class is: 100. (4) Reactant: [CH3:1][O:2][C:3]([C:5]1[CH:14]=[C:13]2[C:8]([CH:9]=[C:10]([C:16](=O)[CH2:17]Br)[C:11](=[O:15])[NH:12]2)=[CH:7][CH:6]=1)=[O:4].[CH3:20][NH:21][C:22]([NH2:24])=[S:23]. Product: [CH3:1][O:2][C:3]([C:5]1[CH:14]=[C:13]2[C:8]([CH:9]=[C:10]([C:16]3[N:24]=[C:22]([NH:21][CH3:20])[S:23][CH:17]=3)[C:11](=[O:15])[NH:12]2)=[CH:7][CH:6]=1)=[O:4]. The catalyst class is: 5. (5) Reactant: Br[C:2]1[N:7]=[CH:6][C:5]([C:8]2[CH:9]=[N:10][C:11]([NH2:26])=[C:12]([O:14][CH:15]([C:17]3[C:22]([Cl:23])=[CH:21][CH:20]=[C:19]([F:24])[C:18]=3[Cl:25])[CH3:16])[CH:13]=2)=[CH:4][CH:3]=1.[N:27]1([CH:32]2[CH2:37][CH2:36][NH:35][CH2:34][CH2:33]2)[CH2:31][CH2:30][CH2:29][CH2:28]1. Product: [Cl:25][C:18]1[C:19]([F:24])=[CH:20][CH:21]=[C:22]([Cl:23])[C:17]=1[CH:15]([O:14][C:12]1[CH:13]=[C:8]([C:5]2[CH:4]=[CH:3][C:2]([N:35]3[CH2:36][CH2:37][CH:32]([N:27]4[CH2:31][CH2:30][CH2:29][CH2:28]4)[CH2:33][CH2:34]3)=[N:7][CH:6]=2)[CH:9]=[N:10][C:11]=1[NH2:26])[CH3:16]. The catalyst class is: 60. (6) Reactant: [F:1][C:2]1[CH:3]=[C:4]([C:10]2[N:11]=[C:12]([S:33]([CH3:36])(=[O:35])=[O:34])[C:13]3[CH:18]=[CH:17][N:16]([C:19]4[CH:24]=[CH:23][C:22]([CH2:25][C:26]([O:28]C(C)(C)C)=[O:27])=[CH:21][CH:20]=4)[C:14]=3[N:15]=2)[CH:5]=[CH:6][C:7]=1[O:8][CH3:9].FC(F)(F)C(O)=O. Product: [F:1][C:2]1[CH:3]=[C:4]([C:10]2[N:11]=[C:12]([S:33]([CH3:36])(=[O:35])=[O:34])[C:13]3[CH:18]=[CH:17][N:16]([C:19]4[CH:20]=[CH:21][C:22]([CH2:25][C:26]([OH:28])=[O:27])=[CH:23][CH:24]=4)[C:14]=3[N:15]=2)[CH:5]=[CH:6][C:7]=1[O:8][CH3:9]. The catalyst class is: 4.